Predict the reactants needed to synthesize the given product. From a dataset of Full USPTO retrosynthesis dataset with 1.9M reactions from patents (1976-2016). (1) Given the product [O:50]=[C:49]([N:51]1[CH2:52][CH2:53][N:54]([C:57](=[O:68])[C:58]2[CH:63]=[CH:62][CH:61]=[CH:60][C:59]=2[C:64]([F:67])([F:66])[F:65])[CH2:55][CH2:56]1)[CH2:48][NH:47][C:20](=[O:22])[C:19]1[CH:18]=[CH:17][C:16]([C:11]2[CH:12]=[CH:13][CH:14]=[CH:15][N:10]=2)=[CH:24][CH:23]=1, predict the reactants needed to synthesize it. The reactants are: CCN(C(C)C)C(C)C.[N:10]1[CH:15]=[CH:14][CH:13]=[CH:12][C:11]=1[C:16]1[CH:24]=[CH:23][C:19]([C:20]([OH:22])=O)=[CH:18][CH:17]=1.C1C=CC2N(O)N=NC=2C=1.CCN=C=NCCCN(C)C.Cl.[NH2:47][CH2:48][C:49]([N:51]1[CH2:56][CH2:55][N:54]([C:57](=[O:68])[C:58]2[CH:63]=[CH:62][CH:61]=[CH:60][C:59]=2[C:64]([F:67])([F:66])[F:65])[CH2:53][CH2:52]1)=[O:50]. (2) Given the product [CH2:4]([C:5]1[NH:6][C:7]2[C:12]([CH:13]=1)=[CH:11][CH:10]=[CH:9][CH:8]=2)[CH2:3][CH2:2][CH3:1], predict the reactants needed to synthesize it. The reactants are: [CH3:1][CH:2](C)[CH2:3][CH2:4][C:5]1[NH:6][C:7]2[C:12]([CH:13]=1)=[CH:11][CH:10]=[CH:9][CH:8]=2.C=CCCC1NC2C(C=1)=CC=CC=2. (3) Given the product [C:1]([NH:24][CH2:25][CH2:26][NH:27][P:28](=[O:48])([O:29][CH3:30])[O:62][CH2:61][C@H:59]1[S:60][CH2:56][C@@H:57]([N:63]2[CH:64]=[CH:65][C:66]([NH2:70])=[N:67][C:68]2=[O:69])[O:58]1)(=[O:23])[CH2:2][CH2:3]/[CH:4]=[CH:5]\[CH2:6]/[CH:7]=[CH:8]\[CH2:9]/[CH:10]=[CH:11]\[CH2:12]/[CH:13]=[CH:14]\[CH2:15]/[CH:16]=[CH:17]\[CH2:18]/[CH:19]=[CH:20]\[CH2:21][CH3:22], predict the reactants needed to synthesize it. The reactants are: [C:1]([NH:24][CH2:25][CH2:26][NH:27][P:28](=O)([O:48]C1C=CC=CC=1)[O:29][CH2:30][C@@H]1[C@@H](N=[N+]=[N-])C[C@@H](N2C=C(C)C(=O)NC2=O)O1)(=[O:23])[CH2:2][CH2:3]/[CH:4]=[CH:5]\[CH2:6]/[CH:7]=[CH:8]\[CH2:9]/[CH:10]=[CH:11]\[CH2:12]/[CH:13]=[CH:14]\[CH2:15]/[CH:16]=[CH:17]\[CH2:18]/[CH:19]=[CH:20]\[CH2:21][CH3:22].[CH2:56]1[S:60][C@H:59]([CH2:61][OH:62])[O:58][C@@H:57]1[N:63]1[C:68](=[O:69])[N:67]=[C:66]([NH2:70])[CH:65]=[CH:64]1. (4) Given the product [CH2:23]([N:20]1[C:21]([CH3:22])=[C:7]2[C:6](=[O:30])[N:5]([CH2:4][CH2:3][CH2:2][NH:1][S:40]([CH3:39])(=[O:42])=[O:41])[C:14]3[CH:13]=[C:12]4[CH2:15][CH2:16][CH2:17][CH2:18][C:11]4=[CH:10][C:9]=3[C:8]2=[N:19]1)[C:24]1[CH:29]=[CH:28][CH:27]=[CH:26][CH:25]=1, predict the reactants needed to synthesize it. The reactants are: [NH2:1][CH2:2][CH2:3][CH2:4][N:5]1[C:14]2[CH:13]=[C:12]3[CH2:15][CH2:16][CH2:17][CH2:18][C:11]3=[CH:10][C:9]=2[C:8]2=[N:19][N:20]([CH2:23][C:24]3[CH:29]=[CH:28][CH:27]=[CH:26][CH:25]=3)[C:21]([CH3:22])=[C:7]2[C:6]1=[O:30].C(N(CC)CC)(C)C.[CH3:39][S:40](Cl)(=[O:42])=[O:41]. (5) Given the product [F:20][C:14]1[CH:15]=[CH:16][C:17]([F:19])=[CH:18][C:13]=1[C:4]1[C:3]([CH3:21])=[C:2]([N:29]2[C:30]3[C:26](=[CH:25][CH:24]=[C:23]([I:22])[CH:31]=3)[C:27]([CH3:33])([CH3:32])[CH2:28]2)[C:11]2[C:6](=[CH:7][C:8]([F:12])=[CH:9][CH:10]=2)[N:5]=1, predict the reactants needed to synthesize it. The reactants are: Cl[C:2]1[C:11]2[C:6](=[CH:7][C:8]([F:12])=[CH:9][CH:10]=2)[N:5]=[C:4]([C:13]2[CH:18]=[C:17]([F:19])[CH:16]=[CH:15][C:14]=2[F:20])[C:3]=1[CH3:21].[I:22][C:23]1[CH:31]=[C:30]2[C:26]([C:27]([CH3:33])([CH3:32])[CH2:28][NH:29]2)=[CH:25][CH:24]=1.Cl.O1CCOCC1. (6) Given the product [CH2:7]([N:4]1[CH2:5][CH2:6][C@H:2]([OH:1])[CH2:3]1)[CH2:8][CH3:9], predict the reactants needed to synthesize it. The reactants are: [OH:1][C@H:2]1[CH2:6][CH2:5][N:4]([C:7](=O)[CH2:8][CH3:9])[CH2:3]1.[H-].[H-].[H-].[H-].[Li+].[Al+3].O.[OH-].[Na+].